This data is from Catalyst prediction with 721,799 reactions and 888 catalyst types from USPTO. The task is: Predict which catalyst facilitates the given reaction. Reactant: Cl[CH2:2][C:3]1[N:4]=[C:5]([N:9]2[CH2:14][CH2:13][CH2:12][CH2:11][CH2:10]2)[S:6][C:7]=1[CH3:8].C(=O)([O-])[O-].[K+].[K+].[O:21]=[CH:22][C:23]1[CH:31]=[CH:30][C:28]([OH:29])=[C:25]([O:26][CH3:27])[CH:24]=1.CN(C)C=O. Product: [CH3:27][O:26][C:25]1[CH:24]=[C:23]([CH:31]=[CH:30][C:28]=1[O:29][CH2:2][C:3]1[N:4]=[C:5]([N:9]2[CH2:14][CH2:13][CH2:12][CH2:11][CH2:10]2)[S:6][C:7]=1[CH3:8])[CH:22]=[O:21]. The catalyst class is: 6.